From a dataset of Catalyst prediction with 721,799 reactions and 888 catalyst types from USPTO. Predict which catalyst facilitates the given reaction. (1) Reactant: C(OC([N:11]1[CH2:16][CH2:15][N:14]([C:17]2[C:26]3[C:21](=[CH:22][C:23]([CH3:27])=[CH:24][CH:25]=3)[N:20]=[C:19]([C:28]3[CH:33]=[CH:32][CH:31]=[CH:30][C:29]=3[OH:34])[N:18]=2)[CH:13]([CH2:35][OH:36])[CH2:12]1)=O)C1C=CC=CC=1. Product: [OH:36][CH2:35][CH:13]1[CH2:12][NH:11][CH2:16][CH2:15][N:14]1[C:17]1[C:26]2[C:21](=[CH:22][C:23]([CH3:27])=[CH:24][CH:25]=2)[N:20]=[C:19]([C:28]2[CH:33]=[CH:32][CH:31]=[CH:30][C:29]=2[OH:34])[N:18]=1. The catalyst class is: 19. (2) Reactant: [O:1]=[C:2]1[C:10]2([C:22]3[C:13](=[CH:14][C:15]4[O:20][CH2:19][CH2:18][O:17][C:16]=4[CH:21]=3)[O:12][CH2:11]2)[C:9]2[C:4](=[CH:5][CH:6]=[CH:7][CH:8]=2)[N:3]1[CH2:23][C:24]1[CH:32]=[CH:31][C:27]([C:28](O)=[O:29])=[CH:26][CH:25]=1.C(Cl)(=O)C(Cl)=O.O[NH:40][C:41](=[NH:43])[CH3:42]. Product: [CH3:42][C:41]1[N:43]=[C:28]([C:27]2[CH:31]=[CH:32][C:24]([CH2:23][N:3]3[C:4]4[C:9](=[CH:8][CH:7]=[CH:6][CH:5]=4)[C:10]4([C:22]5[C:13](=[CH:14][C:15]6[O:20][CH2:19][CH2:18][O:17][C:16]=6[CH:21]=5)[O:12][CH2:11]4)[C:2]3=[O:1])=[CH:25][CH:26]=2)[O:29][N:40]=1. The catalyst class is: 120. (3) Reactant: [NH2:1][C:2]1[CH:3]=[C:4]([CH:9]=[CH:10][C:11]=1[CH3:12])[C:5](OC)=[O:6].O.[NH2:14][NH2:15]. Product: [NH2:1][C:2]1[CH:3]=[C:4]([CH:9]=[CH:10][C:11]=1[CH3:12])[C:5]([NH:14][NH2:15])=[O:6]. The catalyst class is: 8.